From a dataset of Reaction yield outcomes from USPTO patents with 853,638 reactions. Predict the reaction yield, written as a fraction of the theoretical maximum amount of product (1.0 means a 100% yield; for example, 0.34 means a 34% yield). (1) The reactants are C([O-])([O-])=O.[Cs+].[Cs+].[CH2:7]([O:9][C:10](=[O:19])[C:11]1[CH:16]=[CH:15][C:14]([OH:17])=[C:13]([OH:18])[CH:12]=1)[CH3:8].Br[CH2:21][CH2:22]Br. The catalyst is CN(C=O)C. The product is [CH2:7]([O:9][C:10]([C:11]1[CH:16]=[CH:15][C:14]2[O:17][CH2:21][CH2:22][O:18][C:13]=2[CH:12]=1)=[O:19])[CH3:8]. The yield is 0.290. (2) The reactants are [CH3:1][O:2][C:3]1[CH:12]=[C:11]([O:13][CH3:14])[CH:10]=[C:9]2[C:4]=1[C:5]([O:15][C:16]1[CH:17]=[N:18][N:19]([CH2:21][C:22]([OH:24])=O)[CH:20]=1)=[N:6][CH:7]=[N:8]2.[CH2:25]1[O:34][C:33]2[C:27](=[C:28]([CH:30]=[CH:31][CH:32]=2)[NH2:29])[O:26]1. No catalyst specified. The product is [CH2:25]1[O:34][C:33]2[C:27](=[C:28]([NH:29][C:22](=[O:24])[CH2:21][N:19]3[CH:20]=[C:16]([O:15][C:5]4[C:4]5[C:9](=[CH:10][C:11]([O:13][CH3:14])=[CH:12][C:3]=5[O:2][CH3:1])[N:8]=[CH:7][N:6]=4)[CH:17]=[N:18]3)[CH:30]=[CH:31][CH:32]=2)[O:26]1. The yield is 0.820. (3) The reactants are [NH2:1][C:2]1[CH:3]=[CH:4][CH:5]=[C:6]2[C:11]=1[CH:10]=[C:9]([OH:12])[CH:8]=[CH:7]2.Br[CH2:14][CH2:15][CH2:16][CH3:17].C(=O)([O-])[O-].[K+].[K+]. The catalyst is [I-].C([N+](CCCC)(CCCC)CCCC)CCC.CC(C)=O.CCOC(C)=O. The product is [CH2:14]([O:12][C:9]1[CH:10]=[C:11]2[C:6]([CH:5]=[CH:4][CH:3]=[C:2]2[NH2:1])=[CH:7][CH:8]=1)[CH2:15][CH2:16][CH3:17]. The yield is 0.590. (4) The reactants are [Br:1][C:2]1[CH:3]=[N:4][CH:5]=[C:6]([CH2:8]Cl)[CH:7]=1.[Cl:10][C:11]1[N:16]=[C:15]([OH:17])[CH:14]=[CH:13][CH:12]=1.C([O-])([O-])=O.[K+].[K+].O. The catalyst is CN(C=O)C.CCOC(C)=O. The product is [Br:1][C:2]1[CH:7]=[C:6]([CH2:8][O:17][C:15]2[CH:14]=[CH:13][CH:12]=[C:11]([Cl:10])[N:16]=2)[CH:5]=[N:4][CH:3]=1. The yield is 0.690.